Dataset: Reaction yield outcomes from USPTO patents with 853,638 reactions. Task: Predict the reaction yield, written as a fraction of the theoretical maximum amount of product (1.0 means a 100% yield; for example, 0.34 means a 34% yield). (1) The reactants are Br[C:2]1[CH:10]=[C:9]2[C:5]([CH:6]=[N:7][N:8]2[CH3:11])=[CH:4][C:3]=1[CH3:12].[B:13]1([B:13]2[O:17][C:16]([CH3:19])([CH3:18])[C:15]([CH3:21])([CH3:20])[O:14]2)[O:17][C:16]([CH3:19])([CH3:18])[C:15]([CH3:21])([CH3:20])[O:14]1.C([O-])(=O)C.[K+].CC(=O)OCC.[Cl-].[Na+].O. The catalyst is O1CCOCC1. The product is [CH3:11][N:8]1[C:9]2[C:5](=[CH:4][C:3]([CH3:12])=[C:2]([B:13]3[O:17][C:16]([CH3:19])([CH3:18])[C:15]([CH3:21])([CH3:20])[O:14]3)[CH:10]=2)[CH:6]=[N:7]1. The yield is 0.835. (2) The reactants are [F:1][C:2]([F:10])([F:9])[C:3]1([C:6](O)=[O:7])[CH2:5][CH2:4]1.CN([C:14]([O:18][N:19]1N=NC2C=CC=N[C:20]1=2)=[N+](C)C)C.F[P-](F)(F)(F)(F)F.C(N(CC)CC)C.Cl.CNOC. The catalyst is C(#N)C.CCOC(C)=O. The product is [CH3:14][O:18][N:19]([CH3:20])[C:6]([C:3]1([C:2]([F:10])([F:9])[F:1])[CH2:5][CH2:4]1)=[O:7]. The yield is 0.780. (3) The reactants are C(OC([N:8]1[CH2:13][CH2:12][N:11]([C:14]2[CH:19]=[CH:18][CH:17]=[C:16]([NH:20][C:21]3[S:22][C:23]([CH:26]=[CH:27][C:28]4[CH:33]=[CH:32][C:31]([O:34]C)=[CH:30][CH:29]=4)=[CH:24][N:25]=3)[CH:15]=2)[CH2:10][CH2:9]1)=O)(C)(C)C.B(Br)(Br)Br. The catalyst is C(Cl)Cl. The product is [N:11]1([C:14]2[CH:15]=[C:16]([NH:20][C:21]3[S:22][C:23]([CH:26]=[CH:27][C:28]4[CH:29]=[CH:30][C:31]([OH:34])=[CH:32][CH:33]=4)=[CH:24][N:25]=3)[CH:17]=[CH:18][CH:19]=2)[CH2:12][CH2:13][NH:8][CH2:9][CH2:10]1. The yield is 0.0800. (4) The reactants are C[O-].[Na+].C([O:12][CH2:13][C:14]1[CH:19]=[CH:18][C:17]([Cl:20])=[CH:16][N:15]=1)(=O)C1C=CC=CC=1. The catalyst is CO. The product is [Cl:20][C:17]1[CH:18]=[CH:19][C:14]([CH2:13][OH:12])=[N:15][CH:16]=1. The yield is 0.590. (5) The reactants are [C:1]([NH2:10])(=[O:9])[C:2]1[C:3](=[CH:5][CH:6]=[CH:7][CH:8]=1)[NH2:4].[CH3:11][N:12]([CH3:25])[C:13]1[C:22]2[C:17](=[CH:18][CH:19]=[CH:20][CH:21]=2)[C:16]([CH:23]=O)=[CH:15][CH:14]=1.COC1C=C(OC)C=C2C=1C(=O)NC(C1C=CC=CN=1)=N2. No catalyst specified. The product is [CH3:11][N:12]([CH3:25])[C:13]1[C:22]2[C:17](=[CH:18][CH:19]=[CH:20][CH:21]=2)[C:16]([C:23]2[NH:10][C:1](=[O:9])[C:2]3[C:3](=[CH:5][CH:6]=[CH:7][CH:8]=3)[N:4]=2)=[CH:15][CH:14]=1. The yield is 0.690.